This data is from Reaction yield outcomes from USPTO patents with 853,638 reactions. The task is: Predict the reaction yield, written as a fraction of the theoretical maximum amount of product (1.0 means a 100% yield; for example, 0.34 means a 34% yield). (1) The reactants are [F:1][C:2]1[CH:10]=[C:9]2[C:5]([CH:6]=[C:7]([CH3:11])[NH:8]2)=[CH:4][C:3]=1[O:12][CH3:13].[C:14](Cl)(=[O:18])[C:15](Cl)=[O:16].[CH3:20][OH:21]. The catalyst is ClCCl. The product is [F:1][C:2]1[CH:10]=[C:9]2[C:5]([C:6]([C:14](=[O:18])[C:15]([O:21][CH3:20])=[O:16])=[C:7]([CH3:11])[NH:8]2)=[CH:4][C:3]=1[O:12][CH3:13]. The yield is 0.880. (2) The product is [Br:39][C:8]1[C:4]2[CH:3]=[CH:2][S:1][C:5]=2[NH:6][C:7]=1[C:9]([O:11][CH2:12][CH3:13])=[O:10]. The catalyst is ClCCl. The reactants are [S:1]1[C:5]2[NH:6][C:7]([C:9]([O:11][CH2:12][CH3:13])=[O:10])=[CH:8][C:4]=2[CH:3]=[CH:2]1.CCCC[N+](CCCC)(CCCC)CCCC.[F-].C1C(=O)N([Br:39])C(=O)C1.CCOC(C)=O. The yield is 0.350. (3) The reactants are Cl[C:2]1[N:3]=[CH:4][C:5]([C:8]([O:10]C)=[O:9])=[N:6][CH:7]=1.[F:12][C:13]([F:18])([F:17])[CH2:14][CH2:15][OH:16].C[C:20](C)([O-:22])C.[K+].[OH-].[Li+]. The catalyst is O. The product is [F:12][C:13]([F:18])([F:17])[CH2:14][CH2:15][O:16][C:2]1[N:3]=[CH:4][C:5]([C:8]([OH:10])=[O:9])=[N:6][CH:7]=1.[CH3:20][O:22][C:2]1[N:3]=[CH:4][C:5]([C:8]([OH:10])=[O:9])=[N:6][CH:7]=1. The yield is 0.530. (4) The reactants are [NH3:1].[CH:2]1([CH2:8][C:9](Cl)=[O:10])[CH2:7][CH2:6][CH2:5][CH2:4][CH2:3]1. The catalyst is C(Cl)(Cl)Cl. The product is [CH:2]1([CH2:8][C:9]([NH2:1])=[O:10])[CH2:7][CH2:6][CH2:5][CH2:4][CH2:3]1. The yield is 0.878. (5) The yield is 0.320. The catalyst is CO. The product is [C:1]([C:5]1[CH:6]=[C:7]2[C:12](=[C:13]([F:15])[CH:14]=1)[C:11](=[O:16])[N:10]([C:17]1[CH:24]=[C:23]([F:25])[CH:22]=[C:21]([C:26]3[CH:31]=[C:30]([NH:32][C:33]4[CH:38]=[CH:37][C:36]([N:39]5[CH2:44][CH2:43][N:42]([CH:45]6[CH2:46][O:47][CH2:48]6)[CH2:41][C@@H:40]5[CH2:49][CH3:50])=[CH:35][N:34]=4)[C:29](=[O:51])[N:28]([CH3:52])[CH:27]=3)[C:18]=1[CH2:19][OH:20])[N:9]=[CH:8]2)([CH3:2])([CH3:3])[CH3:4]. The reactants are [C:1]([C:5]1[CH:6]=[C:7]2[C:12](=[C:13]([F:15])[CH:14]=1)[C:11](=[O:16])[N:10]([C:17]1[CH:24]=[C:23]([F:25])[CH:22]=[C:21]([C:26]3[CH:31]=[C:30]([NH:32][C:33]4[CH:38]=[CH:37][C:36]([N:39]5[CH2:44][CH2:43][N:42]([CH:45]6[CH2:48][O:47][CH2:46]6)[CH2:41][C@@H:40]5[CH2:49][CH3:50])=[CH:35][N:34]=4)[C:29](=[O:51])[N:28]([CH3:52])[CH:27]=3)[C:18]=1[CH:19]=[O:20])[N:9]=[CH:8]2)([CH3:4])([CH3:3])[CH3:2].[BH4-].[Na+]. (6) The reactants are Br[C:2](=[CH:5]OC(C)C)[CH:3]=[O:4].[NH2:10][C:11]1[C:19]2[C:14](=[CH:15][CH:16]=[CH:17][CH:18]=2)[CH2:13][N:12]=1.C(N(CC)CC)C. The catalyst is C(#N)C.C(OCC)(=O)C. The product is [N:10]1[C:2]([CH:3]=[O:4])=[CH:5][N:12]2[CH2:13][C:14]3[C:19](=[CH:18][CH:17]=[CH:16][CH:15]=3)[C:11]=12. The yield is 0.220. (7) The reactants are Br[C:2]1[CH:7]=[CH:6][C:5]([S:8]([NH:11][C:12]2[S:13][CH:14]=[CH:15][N:16]=2)(=[O:10])=[O:9])=[CH:4][CH:3]=1.[NH:17]1[CH2:21][CH2:20][CH:19]([C:22]([OH:24])=[O:23])[CH2:18]1.O(C(C)(C)C)[Na].C1(P(C2CCCCC2)C2C=CC=CC=2C2C(OC)=CC=CC=2OC)CCCCC1. The catalyst is C1(C)C=CC=CC=1.C1C=CC(/C=C/C(/C=C/C2C=CC=CC=2)=O)=CC=1.C1C=CC(/C=C/C(/C=C/C2C=CC=CC=2)=O)=CC=1.C1C=CC(/C=C/C(/C=C/C2C=CC=CC=2)=O)=CC=1.[Pd].[Pd]. The product is [S:13]1[CH:14]=[CH:15][N:16]=[C:12]1[NH:11][S:8]([C:5]1[CH:6]=[CH:7][C:2]([N:17]2[CH2:21][CH2:20][CH:19]([C:22]([OH:24])=[O:23])[CH2:18]2)=[CH:3][CH:4]=1)(=[O:10])=[O:9]. The yield is 0.430. (8) The product is [CH3:22][C:23]1[N:24]=[C:25]([N:33]2[CH2:37][CH2:36][N:35]([CH2:16][C:15]3[CH:18]=[CH:19][C:12]([O:11][C:10]([F:21])([F:20])[F:9])=[CH:13][CH:14]=3)[C:34]2=[O:38])[S:26][C:27]=1[C:28]([O:30][CH2:31][CH3:32])=[O:29]. The yield is 0.900. The reactants are C(Br)C1C=CC=CC=1.[F:9][C:10]([F:21])([F:20])[O:11][C:12]1[CH:19]=[CH:18][C:15]([CH2:16]Br)=[CH:14][CH:13]=1.[CH3:22][C:23]1[N:24]=[C:25]([N:33]2[CH2:37][CH2:36][NH:35][C:34]2=[O:38])[S:26][C:27]=1[C:28]([O:30][CH2:31][CH3:32])=[O:29]. No catalyst specified. (9) The reactants are C([O:3][C:4](=[O:24])[CH:5]([C:7]1[CH:23]=[CH:22][C:10]2[N:11]=[C:12]([NH:14][C:15]([O:17][C:18]([CH3:21])([CH3:20])[CH3:19])=[O:16])[S:13][C:9]=2[CH:8]=1)[CH3:6])C.[OH-].[Na+].C(O)(=O)C. The catalyst is C1COCC1.O. The product is [C:18]([O:17][C:15]([NH:14][C:12]1[S:13][C:9]2[CH:8]=[C:7]([CH:5]([CH3:6])[C:4]([OH:24])=[O:3])[CH:23]=[CH:22][C:10]=2[N:11]=1)=[O:16])([CH3:21])([CH3:19])[CH3:20]. The yield is 1.00.